This data is from Reaction yield outcomes from USPTO patents with 853,638 reactions. The task is: Predict the reaction yield, written as a fraction of the theoretical maximum amount of product (1.0 means a 100% yield; for example, 0.34 means a 34% yield). The reactants are Br[C:2]1[S:6][C:5]([CH2:7][O:8][C:9]2[C:10]([F:19])=[C:11]([C:15]([F:18])=[CH:16][CH:17]=2)[C:12]([NH2:14])=[O:13])=[N:4][C:3]=1[C:20]1[CH:25]=[CH:24][C:23]([O:26][CH3:27])=[CH:22][CH:21]=1.C([Sn](CCCC)(CCCC)[C:33]1[N:34]=[CH:35][S:36][CH:37]=1)CCC.O. The catalyst is CN(C=O)C.[Pd].C1(P(C2C=CC=CC=2)C2C=CC=CC=2)C=CC=CC=1.C1(P(C2C=CC=CC=2)C2C=CC=CC=2)C=CC=CC=1.C1(P(C2C=CC=CC=2)C2C=CC=CC=2)C=CC=CC=1.C1(P(C2C=CC=CC=2)C2C=CC=CC=2)C=CC=CC=1. The product is [F:19][C:10]1[C:9]([O:8][CH2:7][C:5]2[S:6][C:2]([C:33]3[N:34]=[CH:35][S:36][CH:37]=3)=[C:3]([C:20]3[CH:25]=[CH:24][C:23]([O:26][CH3:27])=[CH:22][CH:21]=3)[N:4]=2)=[CH:17][CH:16]=[C:15]([F:18])[C:11]=1[C:12]([NH2:14])=[O:13]. The yield is 0.360.